The task is: Predict the product of the given reaction.. This data is from Forward reaction prediction with 1.9M reactions from USPTO patents (1976-2016). (1) Given the reactants Cl.[F:2][C:3]1[CH:4]=[CH:5][C:6]([O:14][C@@H:15]2[CH2:19][CH2:18][O:17][CH2:16]2)=[C:7]([CH:9]2[CH2:13][CH2:12][CH2:11][NH:10]2)[CH:8]=1.C([O-])([O-])=O.[K+].[K+].F[C:27]1[CH:28]=[CH:29][C:30]([N+:33]([O-:35])=[O:34])=[N:31][CH:32]=1, predict the reaction product. The product is: [F:2][C:3]1[CH:4]=[CH:5][C:6]([O:14][C@@H:15]2[CH2:19][CH2:18][O:17][CH2:16]2)=[C:7]([CH:9]2[CH2:13][CH2:12][CH2:11][N:10]2[C:27]2[CH:28]=[CH:29][C:30]([N+:33]([O-:35])=[O:34])=[N:31][CH:32]=2)[CH:8]=1. (2) Given the reactants [C:1]([C:4]1[CH:9]=[CH:8][CH:7]=[C:6]([CH3:10])[C:5]=1[NH:11][C:12](=O)[C:13]([O:15][CH2:16][CH3:17])=[O:14])(=[O:3])[NH2:2].[Si](Cl)(C)(C)C, predict the reaction product. The product is: [OH:3][C:1]1[C:4]2[C:5](=[C:6]([CH3:10])[CH:7]=[CH:8][CH:9]=2)[N:11]=[C:12]([C:13]([O:15][CH2:16][CH3:17])=[O:14])[N:2]=1. (3) Given the reactants C([Li])CCC.Br[C:7]1[CH:20]=[CH:19][C:10]([CH2:11][O:12][C:13]2[CH:18]=[CH:17][CH:16]=[CH:15][N:14]=2)=[CH:9][CH:8]=1.[C:21](=[O:23])=[O:22], predict the reaction product. The product is: [N:14]1[CH:15]=[CH:16][CH:17]=[CH:18][C:13]=1[O:12][CH2:11][C:10]1[CH:19]=[CH:20][C:7]([C:21]([OH:23])=[O:22])=[CH:8][CH:9]=1. (4) Given the reactants [C:1]([C:3]1[CH:8]=[CH:7][C:6]([OH:9])=[CH:5][CH:4]=1)#[N:2].C(=O)([O-])[O-].[K+].[K+].[CH2:16](Br)[CH2:17][CH:18]([CH2:20][CH2:21][CH:22]=[C:23]([CH3:25])[CH3:24])[CH3:19], predict the reaction product. The product is: [CH3:19][C@@H:18]([CH2:20][CH2:21][CH:22]=[C:23]([CH3:25])[CH3:24])[CH2:17][CH2:16][O:9][C:6]1[CH:7]=[CH:8][C:3]([C:1]#[N:2])=[CH:4][CH:5]=1. (5) Given the reactants [H-].[Na+].[Br:3][C:4]1[C:5](Cl)=[N:6][CH:7]=[CH:8][CH:9]=1.[CH2:11]([OH:14])[CH2:12][OH:13], predict the reaction product. The product is: [Br:3][C:4]1[C:5]([O:13][CH2:12][CH2:11][OH:14])=[N:6][CH:7]=[CH:8][CH:9]=1. (6) Given the reactants [OH:1][CH:2]1[CH:8]([NH:9][C:10](=[O:17])[C@@H:11]([NH2:16])[CH2:12][CH:13]([CH3:15])[CH3:14])[CH2:7][CH2:6][CH2:5][N:4]([S:18]([C:21]2[C:26]([CH3:27])=[CH:25][CH:24]=[CH:23][N:22]=2)(=[O:20])=[O:19])[CH2:3]1.[S:28]1[CH:32]=[CH:31][C:30]2[S:33][CH:34]=[CH:35][C:29]1=2.C(N(CC)CC)C.C1C=CC2N(O)N=NC=2C=1.[CH3:53][OH:54], predict the reaction product. The product is: [CH3:14][CH:13]([CH3:15])[CH2:12][C@H:11]([NH:16][C:53]([C:32]1[S:28][C:29]2[CH:35]=[CH:34][S:33][C:30]=2[CH:31]=1)=[O:54])[C:10](=[O:17])[NH:9][CH:8]1[CH2:7][CH2:6][CH2:5][N:4]([S:18]([C:21]2[C:26]([CH3:27])=[CH:25][CH:24]=[CH:23][N:22]=2)(=[O:20])=[O:19])[CH2:3][C:2]1=[O:1]. (7) Given the reactants [Br:1][C:2]1[CH:3]=[N:4][C:5]2[N:6]([N:8]=[C:9]([C:11]([OH:13])=O)[CH:10]=2)[CH:7]=1.[Br:14][C:15]1[CH:20]=[CH:19][CH:18]=[CH:17][C:16]=1[C:21]1[CH2:22][CH:23]([CH3:27])[NH:24][CH2:25][CH:26]=1, predict the reaction product. The product is: [Br:14][C:15]1[CH:20]=[CH:19][CH:18]=[CH:17][C:16]=1[C:21]1[CH2:22][CH:23]([CH3:27])[N:24]([C:11]([C:9]2[CH:10]=[C:5]3[N:4]=[CH:3][C:2]([Br:1])=[CH:7][N:6]3[N:8]=2)=[O:13])[CH2:25][CH:26]=1.